Predict the product of the given reaction. From a dataset of Forward reaction prediction with 1.9M reactions from USPTO patents (1976-2016). (1) Given the reactants CN(C)/[CH:3]=[C:4](\[F:17])/[C:5]([C:7]1[C:12]([N+:13]([O-])=O)=[CH:11][CH:10]=[C:9]([CH3:16])[N:8]=1)=[O:6].[Cl-].[NH4+], predict the reaction product. The product is: [F:17][C:4]1[CH:3]=[N:13][C:12]2[C:7]([C:5]=1[OH:6])=[N:8][C:9]([CH3:16])=[CH:10][CH:11]=2. (2) Given the reactants [CH3:1][O:2][C:3](=[O:14])[C:4]1[CH:9]=[C:8]([NH2:10])[C:7]([NH2:11])=[C:6]([F:12])[C:5]=1[F:13].[Cl:15][C:16]1[CH:23]=[CH:22][CH:21]=[C:20]([Cl:24])[C:17]=1[CH:18]=O.C(S([O-])(=O)=O)(F)(F)F.C(S([O-])(=O)=O)(F)(F)F.C(S([O-])(=O)=O)(F)(F)F.[Yb+3], predict the reaction product. The product is: [CH3:1][O:2][C:3]([C:4]1[C:5]([F:13])=[C:6]([F:12])[C:7]2[N:11]=[C:18]([C:17]3[C:16]([Cl:15])=[CH:23][CH:22]=[CH:21][C:20]=3[Cl:24])[NH:10][C:8]=2[CH:9]=1)=[O:14]. (3) Given the reactants [OH:1][CH2:2][CH2:3][C:4]#[C:5][C:6]1[CH:13]=[CH:12][C:9]([CH:10]=O)=[CH:8][CH:7]=1.[C:14]1([C@H:20]([NH2:22])[CH3:21])[CH:19]=[CH:18][CH:17]=[CH:16][CH:15]=1, predict the reaction product. The product is: [C:14]1([C@H:20]([NH:22][CH2:10][C:9]2[CH:12]=[CH:13][C:6]([C:5]#[C:4][CH2:3][CH2:2][OH:1])=[CH:7][CH:8]=2)[CH3:21])[CH:19]=[CH:18][CH:17]=[CH:16][CH:15]=1. (4) Given the reactants [Cl:1][C:2]1[CH:3]=[C:4]([C:9]2([C:24]([F:27])([F:26])[F:25])[O:13][N:12]=[C:11]([C:14]3[CH:19]=[CH:18][C:17]([N+:20]([O-:22])=[O:21])=[C:16]([OH:23])[CH:15]=3)[CH2:10]2)[CH:5]=[C:6]([Cl:8])[CH:7]=1.Br[C:29]([F:36])([F:35])C(OCC)=O.C(=O)([O-])[O-].[K+].[K+], predict the reaction product. The product is: [Cl:1][C:2]1[CH:3]=[C:4]([C:9]2([C:24]([F:25])([F:27])[F:26])[O:13][N:12]=[C:11]([C:14]3[CH:19]=[CH:18][C:17]([N+:20]([O-:22])=[O:21])=[C:16]([O:23][CH:29]([F:36])[F:35])[CH:15]=3)[CH2:10]2)[CH:5]=[C:6]([Cl:8])[CH:7]=1. (5) Given the reactants [CH3:1][C:2]([CH3:13])([C:5](=O)[N:6]1[CH2:11][CH2:10][CH2:9][CH2:8][CH2:7]1)[C:3]#[N:4].[H-].[H-].[H-].[H-].[Li+].[Al+3].[Cl-].[NH4+].C(OCC)C, predict the reaction product. The product is: [CH3:1][C:2]([CH3:13])([CH2:5][N:6]1[CH2:11][CH2:10][CH2:9][CH2:8][CH2:7]1)[CH2:3][NH2:4]. (6) Given the reactants F[C:2]1[CH:7]=[CH:6][C:5]([CH3:8])=[CH:4][C:3]=1[N+:9]([O-:11])=[O:10].[NH2:12][CH2:13][C@@H:14]1[CH2:18][CH2:17][N:16]([C:19]([O:21][C:22]([CH3:25])([CH3:24])[CH3:23])=[O:20])[CH2:15]1.CCN(C(C)C)C(C)C, predict the reaction product. The product is: [CH3:8][C:5]1[CH:6]=[CH:7][C:2]([NH:12][CH2:13][C@@H:14]2[CH2:18][CH2:17][N:16]([C:19]([O:21][C:22]([CH3:25])([CH3:24])[CH3:23])=[O:20])[CH2:15]2)=[C:3]([N+:9]([O-:11])=[O:10])[CH:4]=1. (7) Given the reactants Br[CH2:2][CH2:3][CH:4]=[C:5]([C:12]1[CH:17]=[CH:16][CH:15]=[C:14]([O:18][CH3:19])[CH:13]=1)[C:6]1[CH:7]=[N:8][CH:9]=[CH:10][CH:11]=1.[Cl:20][C:21]1[CH:26]=[CH:25][C:24]([C:27]2([OH:33])[CH2:32][CH2:31][NH:30][CH2:29][CH2:28]2)=[CH:23][CH:22]=1.C(=O)([O-])[O-].[K+].[K+].[I-].[K+], predict the reaction product. The product is: [Cl:20][C:21]1[CH:26]=[CH:25][C:24]([C:27]2([OH:33])[CH2:28][CH2:29][N:30]([CH2:2][CH2:3][CH:4]=[C:5]([C:12]3[CH:17]=[CH:16][CH:15]=[C:14]([O:18][CH3:19])[CH:13]=3)[C:6]3[CH:7]=[N:8][CH:9]=[CH:10][CH:11]=3)[CH2:31][CH2:32]2)=[CH:23][CH:22]=1. (8) Given the reactants [Cl:1][C:2]1[N:7]=[C:6]([NH:8][C:9]2[CH:14]=[CH:13][C:12]([O:15][C:16]([F:19])([F:18])[F:17])=[CH:11][CH:10]=2)[C:5]([N+:20]([O-])=O)=[CH:4][N:3]=1.[NH4+].[Cl-].CO.O, predict the reaction product. The product is: [Cl:1][C:2]1[N:7]=[C:6]([NH:8][C:9]2[CH:14]=[CH:13][C:12]([O:15][C:16]([F:17])([F:18])[F:19])=[CH:11][CH:10]=2)[C:5]([NH2:20])=[CH:4][N:3]=1.